From a dataset of Full USPTO retrosynthesis dataset with 1.9M reactions from patents (1976-2016). Predict the reactants needed to synthesize the given product. (1) Given the product [CH2:21]([O:28][CH2:29][C:30]1[CH:38]=[CH:37][C:33]([C:34]([NH:20][C:3]2[CH:4]=[CH:5][C:6]([N:8]3[CH2:12][CH2:11][CH:10]([CH2:13][N:14]4[CH2:18][CH2:17][CH2:16][CH:15]4[CH3:19])[CH2:9]3)=[CH:7][C:2]=2[CH3:1])=[O:35])=[CH:32][N:31]=1)[C:22]1[CH:23]=[CH:24][CH:25]=[CH:26][CH:27]=1, predict the reactants needed to synthesize it. The reactants are: [CH3:1][C:2]1[CH:7]=[C:6]([N:8]2[CH2:12][CH2:11][CH:10]([CH2:13][N:14]3[CH2:18][CH2:17][CH2:16][CH:15]3[CH3:19])[CH2:9]2)[CH:5]=[CH:4][C:3]=1[NH2:20].[CH2:21]([O:28][CH2:29][C:30]1[CH:38]=[CH:37][C:33]([C:34](O)=[O:35])=[CH:32][N:31]=1)[C:22]1[CH:27]=[CH:26][CH:25]=[CH:24][CH:23]=1. (2) Given the product [NH2:27][C:33]1[N:38]=[CH:37][C:36]([S:39]([N:20]2[CH2:21][CH2:22][N:17]([C:14]3[CH:13]=[CH:12][C:11]([C:5]([OH:10])([C:6]([F:9])([F:8])[F:7])[C:4]([F:3])([F:23])[F:24])=[CH:16][CH:15]=3)[CH2:18][CH2:19]2)(=[O:41])=[O:40])=[CH:35][N:34]=1, predict the reactants needed to synthesize it. The reactants are: Cl.Cl.[F:3][C:4]([F:24])([F:23])[C:5]([C:11]1[CH:16]=[CH:15][C:14]([N:17]2[CH2:22][CH2:21][NH:20][CH2:19][CH2:18]2)=[CH:13][CH:12]=1)([OH:10])[C:6]([F:9])([F:8])[F:7].C([N:27](CC)CC)C.Cl[C:33]1[N:38]=[CH:37][C:36]([S:39](Cl)(=[O:41])=[O:40])=[CH:35][N:34]=1. (3) Given the product [F:31][C:27]1[C:28]([F:30])=[CH:29][C:24]([C:21]2[CH:20]=[CH:19][C:18]([O:17][CH2:16][C:11]3[CH:12]=[CH:13][CH:14]=[C:15]4[C:10]=3[CH:9]=[N:8][N:7]4[CH2:6][CH2:5][C:4]([OH:34])=[O:3])=[CH:23][CH:22]=2)=[C:25]([O:32][CH3:33])[CH:26]=1, predict the reactants needed to synthesize it. The reactants are: C([O:3][C:4](=[O:34])[CH2:5][CH2:6][N:7]1[C:15]2[C:10](=[C:11]([CH2:16][O:17][C:18]3[CH:23]=[CH:22][C:21]([C:24]4[CH:29]=[C:28]([F:30])[C:27]([F:31])=[CH:26][C:25]=4[O:32][CH3:33])=[CH:20][CH:19]=3)[CH:12]=[CH:13][CH:14]=2)[CH:9]=[N:8]1)C.O.[OH-].[Li+].CCOC(C)=O.Cl. (4) The reactants are: [Cl:1][C:2]1[CH:3]=[N:4][N:5]([CH3:17])[C:6]=1[C:7]1[CH:8]=[C:9]([C:14]([OH:16])=O)[O:10][C:11]=1[CH2:12][CH3:13].[NH2:18][C@@H:19]([CH2:32][C:33]1[CH:38]=[CH:37][CH:36]=[CH:35][C:34]=1[C:39]([F:42])([F:41])[F:40])[CH2:20][N:21]1[C:29](=[O:30])[C:28]2[C:23](=[CH:24][CH:25]=[CH:26][CH:27]=2)[C:22]1=[O:31].C(N(CC)C(C)C)(C)C.F[P-](F)(F)(F)(F)F.Br[P+](N1CCCC1)(N1CCCC1)N1CCCC1. Given the product [Cl:1][C:2]1[CH:3]=[N:4][N:5]([CH3:17])[C:6]=1[C:7]1[CH:8]=[C:9]([C:14]([NH:18][C@@H:19]([CH2:32][C:33]2[CH:38]=[CH:37][CH:36]=[CH:35][C:34]=2[C:39]([F:42])([F:40])[F:41])[CH2:20][N:21]2[C:29](=[O:30])[C:28]3[C:23](=[CH:24][CH:25]=[CH:26][CH:27]=3)[C:22]2=[O:31])=[O:16])[O:10][C:11]=1[CH2:12][CH3:13], predict the reactants needed to synthesize it. (5) Given the product [Br:1][C:2]1[CH:3]=[C:4]([CH2:5][OH:6])[CH:8]=[C:9]([O:11][CH3:12])[CH:10]=1, predict the reactants needed to synthesize it. The reactants are: [Br:1][C:2]1[CH:3]=[C:4]([CH:8]=[C:9]([O:11][CH3:12])[CH:10]=1)[C:5](O)=[O:6].C1COCC1. (6) Given the product [CH3:13][CH:12]([N:14]1[CH2:20][CH2:19][CH2:18][N:17]([C:21]([C@H:23]2[CH2:27][CH2:26][N:25]([C:7]3[CH:8]=[CH:9][C:4]([C:2](=[O:3])[CH3:1])=[CH:5][CH:6]=3)[CH2:24]2)=[O:22])[CH2:16][CH2:15]1)[CH3:11], predict the reactants needed to synthesize it. The reactants are: [CH3:1][C:2]([C:4]1[CH:9]=[CH:8][C:7](Br)=[CH:6][CH:5]=1)=[O:3].[CH3:11][CH:12]([N:14]1[CH2:20][CH2:19][CH2:18][N:17]([C:21]([C@H:23]2[CH2:27][CH2:26][NH:25][CH2:24]2)=[O:22])[CH2:16][CH2:15]1)[CH3:13]. (7) Given the product [CH3:12][O:11][C:8]1[CH:7]=[C:3]2[C:2](=[CH:10][CH:9]=1)[N:13]=[C:22]([C:21]([F:32])([F:31])[F:20])[NH:14][C:4]2=[O:6], predict the reactants needed to synthesize it. The reactants are: N[C:2]1([NH2:13])[CH:10]=[CH:9][C:8]([O:11][CH3:12])=[CH:7][CH:3]1[C:4]([OH:6])=O.[N:14]1C=CC=CC=1.[F:20][C:21]([F:32])([F:31])[C:22](O[C:22](=O)[C:21]([F:32])([F:31])[F:20])=O.C(=O)([O-])[O-].[NH4+].[NH4+]. (8) Given the product [NH2:31][C:26]1[CH:27]=[CH:28][CH:29]=[CH:30][C:25]=1[NH:32][C:17]([NH:2][C:3]1[C:7]([CH3:8])=[CH:6][S:5][C:4]=1[Cl:9])=[S:18], predict the reactants needed to synthesize it. The reactants are: Cl.[NH2:2][C:3]1[C:7]([CH3:8])=[CH:6][S:5][C:4]=1[Cl:9].C1C=CC(O[C:17](Cl)=[S:18])=CC=1.C(=O)(O)[O-].[Na+].[C:25]1([NH2:32])[CH:30]=[CH:29][CH:28]=[CH:27][C:26]=1[NH2:31]. (9) Given the product [CH:13]1([N:1]2[CH2:6][CH2:5][CH:4]([C:7]([NH2:9])=[O:8])[CH2:3][CH2:2]2)[CH2:12][CH2:16]1, predict the reactants needed to synthesize it. The reactants are: [NH:1]1[CH2:6][CH2:5][CH:4]([C:7]([NH2:9])=[O:8])[CH2:3][CH2:2]1.CO.[C:12](O)(=O)[CH3:13].[C:16]([BH3-])#N.[Na+]. (10) The reactants are: [CH3:1][O:2][CH2:3][O:4][C:5]1[CH:6]=[C:7]([CH2:11][C:12]([O:14][CH2:15][CH3:16])=[O:13])[CH:8]=[CH:9][CH:10]=1.[H-].[Na+].I[CH3:20].O. Given the product [CH3:1][O:2][CH2:3][O:4][C:5]1[CH:6]=[C:7]([CH:11]([CH3:20])[C:12]([O:14][CH2:15][CH3:16])=[O:13])[CH:8]=[CH:9][CH:10]=1, predict the reactants needed to synthesize it.